Predict which catalyst facilitates the given reaction. From a dataset of Catalyst prediction with 721,799 reactions and 888 catalyst types from USPTO. (1) Reactant: FC(F)(F)[C:3](O)=[O:4].[CH3:8][O:9][C:10]1[CH:29]=[CH:28][C:13]2CO[C:16](=[O:27])[N:17]([CH2:18][CH2:19][CH2:20][N:21]3[CH2:26][CH2:25][NH:24][CH2:23][CH2:22]3)[C:12]=2[CH:11]=1.C(N(CC)C(C)C)(C)C.[O:39]1[C:48]2[CH:47]=[C:46]([CH:49]=O)[N:45]=[CH:44][C:43]=2[O:42][CH2:41][CH2:40]1.C(O[BH-](OC(=O)C)OC(=O)C)(=O)C.[Na+]. Product: [O:39]1[C:48]2[CH:47]=[C:46]([CH2:49][N:24]3[CH2:23][CH2:22][N:21]([CH2:20][CH2:19][CH2:18][N:17]4[C:12]5[CH:11]=[C:10]([O:9][CH3:8])[CH:29]=[CH:28][C:13]=5[O:4][CH2:3][C:16]4=[O:27])[CH2:26][CH2:25]3)[N:45]=[CH:44][C:43]=2[O:42][CH2:41][CH2:40]1. The catalyst class is: 98. (2) Reactant: [CH:1]1[C:6](C(O)=O)=[CH:5][C:4]2[C:10](O[C:13](=[O:14])[C:3]=2[CH:2]=1)=[O:11].[NH2:15][NH2:16].C(O)C.C(O)(C)C. Product: [OH:11][C:10]1[C:4]2[C:3](=[CH:2][CH:1]=[CH:6][CH:5]=2)[C:13]([OH:14])=[N:16][N:15]=1. The catalyst class is: 60. (3) Reactant: [CH3:1][C:2]1C=C(OCCCCCCCCCCCCCCCCCCCC)C(C(C)C)=C[C:3]=1N.[C:33]([C:36]1C=CC=C(C(=O)C)N=1)(=O)[CH3:34].[CH2:45]([O:65][C:66]1[CH:71]=[CH:70][C:69]([N:72]=[C:73]([C:75]2[CH:80]=[CH:79][CH:78]=[C:77]([C:81](=[N:83][C:84]3[CH:89]=[CH:88][C:87]([O:90][CH2:91][CH2:92][CH2:93][CH2:94][CH2:95][CH2:96][CH2:97][CH2:98][CH2:99][CH2:100][CH2:101][CH2:102][CH2:103][CH2:104][CH2:105][CH2:106][CH2:107][CH2:108][CH2:109][CH3:110])=[CH:86][C:85]=3[CH3:111])[CH3:82])[N:76]=2)[CH3:74])=[C:68]([CH3:112])[CH:67]=1)[CH2:46][CH2:47][CH2:48][CH2:49][CH2:50][CH2:51][CH2:52][CH2:53][CH2:54][CH2:55][CH2:56][CH2:57][CH2:58][CH2:59][CH2:60][CH2:61][CH2:62][CH2:63][CH3:64]. Product: [CH3:112][C:68]1[CH:67]=[C:66]([O:65][CH2:45][CH2:46][CH2:47][CH2:48][CH2:49][CH2:50][CH2:51][CH2:52][CH2:53][CH2:54][CH2:55][CH2:56][CH2:57][CH2:58][CH2:59][CH2:60][CH2:61][CH2:62][CH2:63][CH3:64])[C:71]([CH:2]([CH3:3])[CH3:1])=[CH:70][C:69]=1[N:72]=[C:73]([C:75]1[CH:80]=[CH:79][CH:78]=[C:77]([C:81](=[N:83][C:84]2[CH:89]=[C:88]([CH:33]([CH3:36])[CH3:34])[C:87]([O:90][CH2:91][CH2:92][CH2:93][CH2:94][CH2:95][CH2:96][CH2:97][CH2:98][CH2:99][CH2:100][CH2:101][CH2:102][CH2:103][CH2:104][CH2:105][CH2:106][CH2:107][CH2:108][CH2:109][CH3:110])=[CH:86][C:85]=2[CH3:111])[CH3:82])[N:76]=1)[CH3:74]. The catalyst class is: 11. (4) Reactant: [CH:1]12[CH2:10][CH:5]3[CH2:6][CH:7]([CH2:9][CH:3]([CH2:4]3)[CH:2]1[NH:11][NH:12][C:13]([O-:15])=[O:14])[CH2:8]2.C(=O)([O-])O.[Na+].[Cl:21][CH2:22][C:23](Cl)=[O:24].O. Product: [Cl:21][CH2:22][C:23]([N:11]([CH:2]1[CH:3]2[CH2:4][CH:5]3[CH2:6][CH:7]([CH2:8][CH:1]1[CH2:10]3)[CH2:9]2)[NH:12][C:13]([O:15][CH2:10][C:1]1[CH:8]=[CH:7][CH:9]=[CH:3][CH:2]=1)=[O:14])=[O:24]. The catalyst class is: 4. (5) Reactant: N(C(OCC)=O)=NC(OCC)=O.[F:13][C:14]([F:33])([F:32])[O:15][C:16]1[CH:21]=[CH:20][C:19]([C:22]2([N:25]3[CH2:30][CH2:29][CH:28]([OH:31])[CH2:27][CH2:26]3)[CH2:24][CH2:23]2)=[CH:18][CH:17]=1.O[N:35]1[C:43](=[O:44])[C:42]2[C:37](=[CH:38][CH:39]=[CH:40][CH:41]=2)[C:36]1=[O:45].C1(P(C2C=CC=CC=2)C2C=CC=CC=2)C=CC=CC=1. Product: [F:33][C:14]([F:13])([F:32])[O:15][C:16]1[CH:21]=[CH:20][C:19]([C:22]2([N:25]3[CH2:26][CH2:27][CH:28]([O:31][N:35]4[C:43](=[O:44])[C:42]5[C:37](=[CH:38][CH:39]=[CH:40][CH:41]=5)[C:36]4=[O:45])[CH2:29][CH2:30]3)[CH2:23][CH2:24]2)=[CH:18][CH:17]=1. The catalyst class is: 7.